Predict the product of the given reaction. From a dataset of Forward reaction prediction with 1.9M reactions from USPTO patents (1976-2016). (1) Given the reactants [CH3:1][N:2]1[CH2:7][CH2:6][NH:5][CH2:4][CH2:3]1.[Cl:8][CH2:9][C:10](Cl)=[O:11], predict the reaction product. The product is: [Cl:8][CH2:9][C:10]([N:5]1[CH2:6][CH2:7][N:2]([CH3:1])[CH2:3][CH2:4]1)=[O:11]. (2) Given the reactants C(O[C:4](=[O:15])[C:5](=[CH:11]OCC)[C:6]([O:8][CH2:9][CH3:10])=[O:7])C.[C:16]([CH2:18][C:19]([N:21]1[CH2:24][CH:23]([C:25]([O:27][C:28]([CH3:31])([CH3:30])[CH3:29])=[O:26])[CH2:22]1)=[NH:20])#[N:17], predict the reaction product. The product is: [C:28]([O:27][C:25]([CH:23]1[CH2:22][N:21]([C:19]2[NH:20][C:4](=[O:15])[C:5]([C:6]([O:8][CH2:9][CH3:10])=[O:7])=[CH:11][C:18]=2[C:16]#[N:17])[CH2:24]1)=[O:26])([CH3:31])([CH3:29])[CH3:30]. (3) Given the reactants [N+:1]([C:4]1[CH:5]=[C:6]2[C:10](=[CH:11][CH:12]=1)[NH:9][N:8]=[CH:7]2)([O-:3])=[O:2].[CH3:13][C:14]([CH3:17])([O-])[CH3:15].[K+].BrCC(C)C.C(OCC)(=O)C, predict the reaction product. The product is: [CH2:13]([N:9]1[C:10]2[C:6](=[CH:5][C:4]([N+:1]([O-:3])=[O:2])=[CH:12][CH:11]=2)[CH:7]=[N:8]1)[CH:14]([CH3:17])[CH3:15]. (4) Given the reactants Br[C:2]1[CH:14]=[CH:13][C:5]2[C:6](=[O:12])[N:7]([CH3:11])[CH2:8][CH2:9][CH2:10][C:4]=2[CH:3]=1.[NH2:15][C:16]([O:18][C:19]([CH3:22])([CH3:21])[CH3:20])=[O:17].CC1(C)C2C(=C(P(C3C=CC=CC=3)C3C=CC=CC=3)C=CC=2)OC2C(P(C3C=CC=CC=3)C3C=CC=CC=3)=CC=CC1=2.C([O-])([O-])=O.[Cs+].[Cs+], predict the reaction product. The product is: [CH3:11][N:7]1[CH2:8][CH2:9][CH2:10][C:4]2[CH:3]=[C:2]([NH:15][C:16](=[O:17])[O:18][C:19]([CH3:22])([CH3:21])[CH3:20])[CH:14]=[CH:13][C:5]=2[C:6]1=[O:12].